From a dataset of Forward reaction prediction with 1.9M reactions from USPTO patents (1976-2016). Predict the product of the given reaction. (1) Given the reactants [CH3:1][C:2]1[C:10]2[C:5](=[CH:6][CH:7]=[C:8]([CH:11]=[O:12])[CH:9]=2)[NH:4][N:3]=1.Br[CH2:14][C:15]1[CH:20]=[CH:19][C:18]([Cl:21])=[CH:17][C:16]=1[C:22]([F:25])([F:24])[F:23], predict the reaction product. The product is: [Cl:21][C:18]1[CH:19]=[CH:20][C:15]([CH2:14][N:4]2[C:5]3[C:10](=[CH:9][C:8]([CH:11]=[O:12])=[CH:7][CH:6]=3)[C:2]([CH3:1])=[N:3]2)=[C:16]([C:22]([F:23])([F:24])[F:25])[CH:17]=1. (2) Given the reactants C(N(CC)C(C)C)(C)C.[Cl:10][C:11]1[N:16]2[CH:17]=[CH:18][N:19]=[C:15]2[C:14](Cl)=[N:13][C:12]=1[C:21]1[CH:28]=[CH:27][C:24]([C:25]#[N:26])=[CH:23][CH:22]=1.[CH3:29][N:30]([CH3:37])[CH:31]1[CH2:36][CH2:35][NH:34][CH2:33][CH2:32]1, predict the reaction product. The product is: [Cl:10][C:11]1[N:16]2[CH:17]=[CH:18][N:19]=[C:15]2[C:14]([N:34]2[CH2:35][CH2:36][CH:31]([N:30]([CH3:37])[CH3:29])[CH2:32][CH2:33]2)=[N:13][C:12]=1[C:21]1[CH:28]=[CH:27][C:24]([C:25]#[N:26])=[CH:23][CH:22]=1. (3) Given the reactants N([O-])=O.[Na+].[CH2:5]([N:11]1[CH2:16][CH:15]2[CH:13]([C:14]2([C:18]2[CH:19]=[C:20](N)[CH:21]=[CH:22][CH:23]=2)[CH3:17])[CH2:12]1)[CH2:6][CH2:7][CH2:8][CH2:9][CH3:10].C(=O)([O-])O.[Na+].[ClH:30], predict the reaction product. The product is: [Cl:30][C:20]1[CH:19]=[C:18]([C:14]2([CH3:17])[CH:15]3[CH:13]2[CH2:12][N:11]([CH2:5][CH2:6][CH2:7][CH2:8][CH2:9][CH3:10])[CH2:16]3)[CH:23]=[CH:22][CH:21]=1. (4) The product is: [Cl:22][C:6]1[CH:5]=[C:4]2[C:9]([CH:10]=[C:2]([O:36][C@H:34]3[C@H:33]4[O:37][CH2:38][C@@H:39]([OH:40])[C@H:32]4[O:31][CH2:35]3)[N:3]2[CH2:23][O:24][CH2:25][CH2:26][Si:27]([CH3:30])([CH3:29])[CH3:28])=[CH:8][C:7]=1[C:11]1[CH:12]=[CH:13][C:14]([C:17]2([CH2:20][OH:21])[CH2:18][CH2:19]2)=[CH:15][CH:16]=1. Given the reactants Cl[C:2]1[N:3]([CH2:23][O:24][CH2:25][CH2:26][Si:27]([CH3:30])([CH3:29])[CH3:28])[C:4]2[C:9]([CH:10]=1)=[CH:8][C:7]([C:11]1[CH:16]=[CH:15][C:14]([C:17]3([CH2:20][OH:21])[CH2:19][CH2:18]3)=[CH:13][CH:12]=1)=[C:6]([Cl:22])[CH:5]=2.[O:31]1[CH2:35][C@@H:34]([OH:36])[C@H:33]2[O:37][CH2:38][C@@H:39]([OH:40])[C@@H:32]12.C(=O)([O-])[O-].[Cs+].[Cs+], predict the reaction product.